Dataset: Catalyst prediction with 721,799 reactions and 888 catalyst types from USPTO. Task: Predict which catalyst facilitates the given reaction. (1) Reactant: CC(C)([O-])C.[K+].[NH:7]1[C:15]2[C:10](=[CH:11][CH:12]=[CH:13][CH:14]=2)[CH:9]=[CH:8]1.Br[CH2:17][C:18]([NH:20][C:21]1[CH:26]=[CH:25][CH:24]=[C:23]([C:27]([F:30])([F:29])[F:28])[CH:22]=1)=[O:19]. Product: [N:7]1([CH2:17][C:18]([NH:20][C:21]2[CH:26]=[CH:25][CH:24]=[C:23]([C:27]([F:28])([F:29])[F:30])[CH:22]=2)=[O:19])[C:15]2[C:10](=[CH:11][CH:12]=[CH:13][CH:14]=2)[CH:9]=[CH:8]1. The catalyst class is: 887. (2) Reactant: Cl[CH2:2][C:3]([NH:5][C:6]1[CH:7]=[N:8][C:9]([C:12](=[N:14][OH:15])[NH2:13])=[CH:10][CH:11]=1)=[O:4].[NH:16]1[CH2:21][CH2:20][O:19][CH2:18][CH2:17]1. Product: [OH:15][NH:14][C:12]([C:9]1[N:8]=[CH:7][C:6]([NH:5][C:3](=[O:4])[CH2:2][N:16]2[CH2:21][CH2:20][O:19][CH2:18][CH2:17]2)=[CH:11][CH:10]=1)=[NH:13]. The catalyst class is: 6. (3) The catalyst class is: 1. Product: [Cl:1][C:2]1[CH:7]=[C:6]([C:8]2[C:17]3[C:12](=[CH:13][C:14]([S:18]([NH:47][C:44]4[CH:45]=[CH:46][O:42][N:43]=4)(=[O:19])=[O:20])=[CH:15][CH:16]=3)[CH:11]=[N:10][N:9]=2)[C:5]([O:33][CH3:34])=[CH:4][C:3]=1[C:35]1[CH:40]=[CH:39][CH:38]=[C:37]([F:41])[CH:36]=1. Reactant: [Cl:1][C:2]1[CH:7]=[C:6]([C:8]2[C:17]3[C:12](=[CH:13][C:14]([S:18](OC4C(F)=C(F)C(F)=C(F)C=4F)(=[O:20])=[O:19])=[CH:15][CH:16]=3)[CH:11]=[N:10][N:9]=2)[C:5]([O:33][CH3:34])=[CH:4][C:3]=1[C:35]1[CH:40]=[CH:39][CH:38]=[C:37]([F:41])[CH:36]=1.[O:42]1[CH:46]=[CH:45][C:44]([NH2:47])=[N:43]1.C[Si]([N-][Si](C)(C)C)(C)C.[Li+]. (4) Reactant: [Cl:1][C:2]1[CH:9]=[C:8]([O:10][CH2:11][C:12]2[S:16][C:15]([CH:17]3[CH2:22][CH2:21][NH:20][CH2:19][CH2:18]3)=[N:14][C:13]=2[CH3:23])[CH:7]=[CH:6][C:3]=1[C:4]#[N:5].C(N(CC)C(C)C)(C)C.[F:33][C:34]([F:45])([F:44])[CH2:35]OS(C(F)(F)F)(=O)=O.C(OCC)(=O)C. Product: [Cl:1][C:2]1[CH:9]=[C:8]([O:10][CH2:11][C:12]2[S:16][C:15]([CH:17]3[CH2:22][CH2:21][N:20]([CH2:35][C:34]([F:45])([F:44])[F:33])[CH2:19][CH2:18]3)=[N:14][C:13]=2[CH3:23])[CH:7]=[CH:6][C:3]=1[C:4]#[N:5]. The catalyst class is: 7. (5) Reactant: [Br:1][C:2]1[CH:3]=[C:4]2[N:10]=[C:9]([CH3:11])[NH:8][C:5]2=[N:6][CH:7]=1.[H-].[Na+].[CH3:14][Si:15]([CH2:18][CH2:19][O:20][CH2:21]Cl)([CH3:17])[CH3:16]. Product: [Br:1][C:2]1[CH:3]=[C:4]2[N:10]=[C:9]([CH3:11])[N:8]([CH2:21][O:20][CH2:19][CH2:18][Si:15]([CH3:17])([CH3:16])[CH3:14])[C:5]2=[N:6][CH:7]=1.[Br:1][C:2]1[CH:3]=[C:4]2[N:10]([CH2:21][O:20][CH2:19][CH2:18][Si:15]([CH3:17])([CH3:16])[CH3:14])[C:9]([CH3:11])=[N:8][C:5]2=[N:6][CH:7]=1. The catalyst class is: 1.